This data is from Full USPTO retrosynthesis dataset with 1.9M reactions from patents (1976-2016). The task is: Predict the reactants needed to synthesize the given product. Given the product [OH:2][C@@H:3]1[CH2:8][NH:7][C@H:6]([C:9]([O:11][CH3:13])=[O:10])[CH2:5][CH2:4]1, predict the reactants needed to synthesize it. The reactants are: Cl.[OH:2][C@@H:3]1[CH2:8][NH:7][C@H:6]([C:9]([OH:11])=[O:10])[CH2:5][CH2:4]1.O1CCOC[CH2:13]1.